From a dataset of Catalyst prediction with 721,799 reactions and 888 catalyst types from USPTO. Predict which catalyst facilitates the given reaction. (1) Reactant: [CH3:1][O:2][C:3]1[C:4]([C:14]([O:16]CC)=[O:15])=[CH:5][N:6]2[CH2:11][CH2:10][N:9]([CH3:12])[C:8](=[O:13])[C:7]=12.[OH-].[Na+].Cl. Product: [CH3:1][O:2][C:3]1[C:4]([C:14]([OH:16])=[O:15])=[CH:5][N:6]2[CH2:11][CH2:10][N:9]([CH3:12])[C:8](=[O:13])[C:7]=12. The catalyst class is: 8. (2) Reactant: Cl[C:2]1[N:7]=[C:6]([N:8]2[C@H:12]([C:13]3[CH:18]=[CH:17][CH:16]=[CH:15][CH:14]=3)[CH2:11][O:10][C:9]2=[O:19])[CH:5]=[CH:4][N:3]=1.[CH:20]1([C@@H:23]([NH2:25])[CH3:24])[CH2:22][CH2:21]1. Product: [CH:20]1([C@@H:23]([NH:25][C:2]2[N:7]=[C:6]([N:8]3[C@H:12]([C:13]4[CH:18]=[CH:17][CH:16]=[CH:15][CH:14]=4)[CH2:11][O:10][C:9]3=[O:19])[CH:5]=[CH:4][N:3]=2)[CH3:24])[CH2:22][CH2:21]1. The catalyst class is: 37. (3) Product: [Cl:1][C:2]1[CH:3]=[C:4]([CH:5]=[C:6]([C:8]([F:9])([F:10])[F:11])[CH:7]=1)[CH:12]=[O:13]. The catalyst class is: 343. Reactant: [Cl:1][C:2]1[CH:3]=[C:4]([CH2:12][OH:13])[CH:5]=[C:6]([C:8]([F:11])([F:10])[F:9])[CH:7]=1.O=[Si]=O.[Cr](Cl)([O-])(=O)=O.[NH+]1C=CC=CC=1.